This data is from Reaction yield outcomes from USPTO patents with 853,638 reactions. The task is: Predict the reaction yield, written as a fraction of the theoretical maximum amount of product (1.0 means a 100% yield; for example, 0.34 means a 34% yield). (1) The reactants are [F:1][C:2]1[CH:9]=[CH:8][C:5]([CH:6]=O)=[CH:4][CH:3]=1.[C:10](#[N:14])[CH2:11][C:12]#[N:13].C(N(CC)CC)C.[CH3:22][O:23][C:24]1[CH:25]=[C:26]([C:32]2[CH2:36][C:35](=[O:37])[N:34]([C:38]3[CH:43]=[CH:42][CH:41]=[CH:40][CH:39]=3)[N:33]=2)[CH:27]=[CH:28][C:29]=1[O:30][CH3:31]. The catalyst is C(O)C. The product is [NH2:13][C:12]1[O:37][C:35]2[N:34]([C:38]3[CH:39]=[CH:40][CH:41]=[CH:42][CH:43]=3)[N:33]=[C:32]([C:26]3[CH:27]=[CH:28][C:29]([O:30][CH3:31])=[C:24]([O:23][CH3:22])[CH:25]=3)[C:36]=2[CH:6]([C:5]2[CH:8]=[CH:9][C:2]([F:1])=[CH:3][CH:4]=2)[C:11]=1[C:10]#[N:14]. The yield is 0.120. (2) The reactants are B(Br)(Br)Br.[CH2:5]([C:7]1([CH2:62][CH3:63])[C:19]2[CH:18]=[C:17]([C:20]3[CH:25]=[CH:24][C:23]([C:26]4[CH:31]=[CH:30][C:29]([O:32]CCCCCCCC)=[CH:28][CH:27]=4)=[CH:22][CH:21]=3)[CH:16]=[CH:15][C:14]=2[C:13]2[C:8]1=[CH:9][C:10]([C:41]1[CH:46]=[CH:45][C:44]([C:47]3[CH:52]=[CH:51][C:50]([O:53]CCCCCCCC)=[CH:49][CH:48]=3)=[CH:43][CH:42]=1)=[CH:11][CH:12]=2)[CH3:6]. The catalyst is C(Cl)Cl. The product is [CH2:62]([C:7]1([CH2:5][CH3:6])[C:8]2[CH:9]=[C:10]([C:41]3[CH:42]=[CH:43][C:44]([C:47]4[CH:52]=[CH:51][C:50]([OH:53])=[CH:49][CH:48]=4)=[CH:45][CH:46]=3)[CH:11]=[CH:12][C:13]=2[C:14]2[C:19]1=[CH:18][C:17]([C:20]1[CH:25]=[CH:24][C:23]([C:26]3[CH:31]=[CH:30][C:29]([OH:32])=[CH:28][CH:27]=3)=[CH:22][CH:21]=1)=[CH:16][CH:15]=2)[CH3:63]. The yield is 0.400.